From a dataset of Reaction yield outcomes from USPTO patents with 853,638 reactions. Predict the reaction yield, written as a fraction of the theoretical maximum amount of product (1.0 means a 100% yield; for example, 0.34 means a 34% yield). (1) The reactants are CC(NC[CH:13]([OH:24])[C:14]1[CH:15]=[CH:16][C:17]([OH:23])=[C:18]([C:20]([NH2:22])=[O:21])[CH:19]=1)CCC1C=CC=CC=1.Cl.C([O-])(O)=O.[Na+].I([O-])(=O)(=O)=O.[Na+].I([O-])(=O)(=O)=O.Cl. The catalyst is O. The product is [CH:13]([C:14]1[CH:15]=[CH:16][C:17]([OH:23])=[C:18]([CH:19]=1)[C:20]([NH2:22])=[O:21])=[O:24]. The yield is 0.700. (2) The reactants are [O:1]1[C:5]2[CH:6]=[CH:7][C:8]([C:10]3([C:13]([NH:15][C:16]4[CH:21]=[CH:20][C:19]([CH3:22])=[C:18](Br)[CH:17]=4)=[O:14])[CH2:12][CH2:11]3)=[CH:9][C:4]=2[O:3][CH2:2]1.B([C:27]1[CH:35]=[CH:34][C:30]([C:31]([OH:33])=[O:32])=[CH:29][CH:28]=1)(O)O.C([O-])([O-])=O.[K+].[K+]. The catalyst is CN(C=O)C. The product is [O:1]1[C:5]2[CH:6]=[CH:7][C:8]([C:10]3([C:13]([NH:15][C:16]4[CH:21]=[CH:20][C:19]([CH3:22])=[C:18]([C:27]5[CH:35]=[CH:34][C:30]([C:31]([OH:33])=[O:32])=[CH:29][CH:28]=5)[CH:17]=4)=[O:14])[CH2:12][CH2:11]3)=[CH:9][C:4]=2[O:3][CH2:2]1. The yield is 0.980. (3) The reactants are [Cl-].[Al+3].[Cl-].[Cl-].ClCCCl.[CH3:9][NH2:10].ClC(Cl)C.[Br:15][C:16]1[CH:17]=[C:18]2[C:22](=[CH:23][CH:24]=1)[C:21](=[O:25])[O:20][CH2:19]2. No catalyst specified. The product is [Br:15][C:16]1[CH:24]=[CH:23][C:22]([C:21]([NH:10][CH3:9])=[O:25])=[C:18]([CH2:19][OH:20])[CH:17]=1. The yield is 0.580. (4) The reactants are [Br:1][C:2]1[C:3]([OH:11])=[CH:4][C:5]([Cl:10])=[C:6]([CH:9]=1)[C:7]#[N:8].[C:12](=O)([O-])[O-].[Cs+].[Cs+].CI. The catalyst is CN(C=O)C. The product is [Br:1][C:2]1[C:3]([O:11][CH3:12])=[CH:4][C:5]([Cl:10])=[C:6]([CH:9]=1)[C:7]#[N:8]. The yield is 0.741.